This data is from Catalyst prediction with 721,799 reactions and 888 catalyst types from USPTO. The task is: Predict which catalyst facilitates the given reaction. (1) Reactant: [O:1]1[CH:5]=[CH:4][CH:3]=[C:2]1[C:6]1[NH:7][C:8]2[C:13]([CH:14]=1)=[CH:12][C:11]([S:15]([CH3:18])(=[O:17])=[O:16])=[CH:10][CH:9]=2.[H-].[Na+].[CH:21]1([CH2:27]Br)[CH2:26][CH2:25][CH2:24][CH2:23][CH2:22]1.[Cl-].[NH4+]. Product: [CH:21]1([CH2:27][N:7]2[C:8]3[C:13](=[CH:12][C:11]([S:15]([CH3:18])(=[O:17])=[O:16])=[CH:10][CH:9]=3)[CH:14]=[C:6]2[C:2]2[O:1][CH:5]=[CH:4][CH:3]=2)[CH2:26][CH2:25][CH2:24][CH2:23][CH2:22]1. The catalyst class is: 9. (2) Reactant: [CH2:1]([O:3][C:4](=[O:24])[CH2:5][O:6][C:7]1[CH:12]=[CH:11][C:10]([S:13][CH2:14][C:15]2[CH:20]=[C:19]([OH:21])[CH:18]=[C:17]([Br:22])[CH:16]=2)=[CH:9][C:8]=1[CH3:23])[CH3:2].[CH:25]1([CH2:28]O)[CH2:27][CH2:26]1.C(P(CCCC)CCCC)CCC.N(C(N1CCCCC1)=O)=NC(N1CCCCC1)=O. Product: [CH2:1]([O:3][C:4](=[O:24])[CH2:5][O:6][C:7]1[CH:12]=[CH:11][C:10]([S:13][CH2:14][C:15]2[CH:20]=[C:19]([O:21][CH2:28][CH:25]3[CH2:27][CH2:26]3)[CH:18]=[C:17]([Br:22])[CH:16]=2)=[CH:9][C:8]=1[CH3:23])[CH3:2]. The catalyst class is: 1. (3) Reactant: [Br:1][C:2]1[CH:3]=[CH:4][C:5]([CH3:10])=[C:6]([CH:9]=1)[CH:7]=[O:8].[CH3:11][Mg]Cl. Product: [Br:1][C:2]1[CH:3]=[CH:4][C:5]([CH3:10])=[C:6]([CH:7]([OH:8])[CH3:11])[CH:9]=1. The catalyst class is: 1. (4) Reactant: [O:1]=[C:2]1[C:11]2[C:6](=[CH:7][C:8]([C:12](O)=[O:13])=[CH:9][CH:10]=2)[NH:5][C:4](=[S:15])[N:3]1[C:16]1[N:21]=[CH:20][CH:19]=[CH:18][N:17]=1.[Cl:22][C:23]1[CH:30]=[CH:29][C:26]([CH2:27][NH2:28])=[CH:25][CH:24]=1.CCN(C(C)C)C(C)C.CN(C(ON1N=NC2C=CC=NC1=2)=[N+](C)C)C.F[P-](F)(F)(F)(F)F. Product: [Cl:22][C:23]1[CH:30]=[CH:29][C:26]([CH2:27][NH:28][C:12]([C:8]2[CH:7]=[C:6]3[C:11]([C:2](=[O:1])[N:3]([C:16]4[N:17]=[CH:18][CH:19]=[CH:20][N:21]=4)[C:4](=[S:15])[NH:5]3)=[CH:10][CH:9]=2)=[O:13])=[CH:25][CH:24]=1. The catalyst class is: 3.